Dataset: Volume of distribution at steady state (VDss) regression data from Lombardo et al.. Task: Regression/Classification. Given a drug SMILES string, predict its absorption, distribution, metabolism, or excretion properties. Task type varies by dataset: regression for continuous measurements (e.g., permeability, clearance, half-life) or binary classification for categorical outcomes (e.g., BBB penetration, CYP inhibition). For this dataset (vdss_lombardo), we predict log10(VDss) (log10 of volume of distribution in L/kg). (1) The log10(VDss) is 0.540. The drug is Nc1nc2ccc(OC(F)(F)F)cc2s1. (2) The molecule is Cc1c[nH]c2c(O)cc3c(c12)C(CCl)CN3C(=O)c1cc2cc(NC(=O)Nc3ccc4[nH]c(C(=O)N5CC(CCl)c6c5cc(O)c5[nH]cc(C)c65)cc4c3)ccc2[nH]1. The log10(VDss) is -1.30. (3) The drug is C[NH+](C)C1CCN(C(=O)c2ccc(NC(=O)Nc3ccc(-c4nc(N5CCOCC5)nc(N5CCOCC5)n4)cc3)cc2)CC1. The log10(VDss) is 0.380.